Dataset: Reaction yield outcomes from USPTO patents with 853,638 reactions. Task: Predict the reaction yield, written as a fraction of the theoretical maximum amount of product (1.0 means a 100% yield; for example, 0.34 means a 34% yield). The reactants are Cl[C:2]1[N:7]=[C:6]([CH3:8])[C:5]([C:9]2[CH:17]=[C:16]([C:18]([F:21])([F:20])[F:19])[CH:15]=[C:14]3[C:10]=2[CH:11]=[N:12][NH:13]3)=[CH:4][CH:3]=1.[C:22]([Zn]C#N)#[N:23]. The catalyst is CN(C=O)C. The product is [CH3:8][C:6]1[N:7]=[C:2]([C:22]#[N:23])[CH:3]=[CH:4][C:5]=1[C:9]1[CH:17]=[C:16]([C:18]([F:21])([F:20])[F:19])[CH:15]=[C:14]2[C:10]=1[CH:11]=[N:12][NH:13]2. The yield is 0.340.